This data is from Full USPTO retrosynthesis dataset with 1.9M reactions from patents (1976-2016). The task is: Predict the reactants needed to synthesize the given product. The reactants are: [N+:1]([C:4]1[CH:5]=[C:6]([S:10]([NH:13][C:14]2[CH:19]=[CH:18][CH:17]=[CH:16][CH:15]=2)(=[O:12])=[O:11])[CH:7]=[CH:8][CH:9]=1)([O-])=O. Given the product [NH2:1][C:4]1[CH:5]=[C:6]([S:10]([NH:13][C:14]2[CH:15]=[CH:16][CH:17]=[CH:18][CH:19]=2)(=[O:12])=[O:11])[CH:7]=[CH:8][CH:9]=1, predict the reactants needed to synthesize it.